Dataset: Forward reaction prediction with 1.9M reactions from USPTO patents (1976-2016). Task: Predict the product of the given reaction. (1) Given the reactants [CH:1]1[C:10]2[C:5](=[CH:6][CH:7]=[CH:8][CH:9]=2)[CH:4]=[CH:3][C:2]=1[C:11]1[CH:18]=[CH:17][CH:16]=[CH:15][C:12]=1[CH2:13]Cl.Cl.[O:20]=[C:21]1[C:26]([C:27]([O:29][CH3:30])=[O:28])=[CH:25][CH:24]=[CH:23][NH:22]1.[H-].[Na+], predict the reaction product. The product is: [CH:1]1[C:10]2[C:5](=[CH:6][CH:7]=[CH:8][CH:9]=2)[CH:4]=[CH:3][C:2]=1[C:11]1[CH:18]=[CH:17][CH:16]=[CH:15][C:12]=1[CH2:13][N:22]1[CH:23]=[CH:24][CH:25]=[C:26]([C:27]([O:29][CH3:30])=[O:28])[C:21]1=[O:20]. (2) Given the reactants Br[C:2]1[C:12]([O:13][CH2:14][CH3:15])=[CH:11][C:5]([C:6]([O:8][CH2:9][CH3:10])=[O:7])=[C:4]([O:16][CH2:17][CH3:18])[CH:3]=1.[CH3:19][N:20](C)C=O, predict the reaction product. The product is: [C:19]([C:2]1[C:12]([O:13][CH2:14][CH3:15])=[CH:11][C:5]([C:6]([O:8][CH2:9][CH3:10])=[O:7])=[C:4]([O:16][CH2:17][CH3:18])[CH:3]=1)#[N:20]. (3) Given the reactants [C:1]1([C:7]([C:21]2[CH:26]=[CH:25][CH:24]=[CH:23][CH:22]=2)(C)[CH2:8][NH:9][C:10](=O)[CH:11]([C:13]2[CH:18]=[CH:17][CH:16]=[CH:15][CH:14]=2)[CH3:12])[CH:6]=[CH:5][CH:4]=[CH:3][CH:2]=1.B.C1COCC1.[ClH:33].[OH-].[Na+], predict the reaction product. The product is: [ClH:33].[C:21]1([CH:7]([C:1]2[CH:2]=[CH:3][CH:4]=[CH:5][CH:6]=2)[CH2:8][NH:9][CH2:10][CH:11]([C:13]2[CH:14]=[CH:15][CH:16]=[CH:17][CH:18]=2)[CH3:12])[CH:22]=[CH:23][CH:24]=[CH:25][CH:26]=1. (4) Given the reactants Br[C:2]1[C:3]2[C:4]([S:20][C:21]3[CH:26]=[CH:25][C:24]([Cl:27])=[CH:23][CH:22]=3)=[C:5]3[CH:14]([CH2:15][C:16]([O:18]C)=[O:17])[CH2:13][CH2:12][N:6]3[C:7]=2[CH:8]=[C:9]([F:11])[CH:10]=1.C([Sn](CCCC)(CCCC)[C:33]1[S:34][CH:35]=[CH:36][C:37]=1[CH3:38])CCC, predict the reaction product. The product is: [Cl:27][C:24]1[CH:25]=[CH:26][C:21]([S:20][C:4]2[C:3]3[C:2]([C:33]4[S:34][CH:35]=[CH:36][C:37]=4[CH3:38])=[CH:10][C:9]([F:11])=[CH:8][C:7]=3[N:6]3[CH2:12][CH2:13][CH:14]([CH2:15][C:16]([OH:18])=[O:17])[C:5]=23)=[CH:22][CH:23]=1.